Dataset: Peptide-MHC class I binding affinity with 185,985 pairs from IEDB/IMGT. Task: Regression. Given a peptide amino acid sequence and an MHC pseudo amino acid sequence, predict their binding affinity value. This is MHC class I binding data. (1) The binding affinity (normalized) is 0.221. The peptide sequence is STPESANP. The MHC is Mamu-A01 with pseudo-sequence Mamu-A01. (2) The peptide sequence is MEKLRIKGM. The MHC is HLA-B44:02 with pseudo-sequence HLA-B44:02. The binding affinity (normalized) is 0.340.